This data is from Full USPTO retrosynthesis dataset with 1.9M reactions from patents (1976-2016). The task is: Predict the reactants needed to synthesize the given product. (1) The reactants are: [F:1][C:2]1[CH:3]=[C:4]([NH:28][CH:29]2[CH2:32][N:31](C(OC(C)(C)C)=O)[CH2:30]2)[CH:5]=[C:6]([F:27])[C:7]=1[C@@H:8]1[C:13]2[NH:14][C:15]3[C:20]([C:12]=2[CH2:11][C@@H:10]([CH3:21])[N:9]1[CH2:22][C:23]([F:26])([CH3:25])[CH3:24])=[CH:19][CH:18]=[CH:17][CH:16]=3.C(O)(C(F)(F)F)=O.C([O-])(O)=O.[Na+]. Given the product [F:27][C:6]1[CH:5]=[C:4]([NH:28][CH:29]2[CH2:32][NH:31][CH2:30]2)[CH:3]=[C:2]([F:1])[C:7]=1[C@@H:8]1[C:13]2[NH:14][C:15]3[C:20]([C:12]=2[CH2:11][C@@H:10]([CH3:21])[N:9]1[CH2:22][C:23]([F:26])([CH3:25])[CH3:24])=[CH:19][CH:18]=[CH:17][CH:16]=3, predict the reactants needed to synthesize it. (2) Given the product [OH:19][C:16]([CH3:18])([CH3:17])[CH2:15][NH:14][C:11]1[CH:12]=[CH:13][C:8]([N:7]2[CH2:2][CH2:3][CH2:4][C:5]2=[O:6])=[CH:9][C:10]=1[N+:20]([O-:22])=[O:21], predict the reactants needed to synthesize it. The reactants are: Cl[CH2:2][CH2:3][CH2:4][C:5]([NH:7][C:8]1[CH:13]=[CH:12][C:11]([NH:14][CH2:15][C:16]([OH:19])([CH3:18])[CH3:17])=[C:10]([N+:20]([O-:22])=[O:21])[CH:9]=1)=[O:6].C[O-].[Na+]. (3) The reactants are: [CH3:1][C:2]1[N:10]([C:11]([C:13]2[CH:14]=[CH:15][C:16]([Cl:19])=[CH:17][CH:18]=2)=[O:12])[C:9]2[CH:8]=[CH:7][C:6]([O:20][CH3:21])=[CH:5][C:4]=2[C:3]=1[CH2:22][C:23]([OH:25])=O.C(N[CH:34]([NH2:38])[CH2:35][CH2:36][CH3:37])(OC(C)(C)C)=O.Cl.C([N:42]=C=NCCCN(C)C)C.ON1C2C=CC=CC=2N=N1.CN(C1C=CC=CN=1)C.CCN(C(C)C)C(C)C.Cl. Given the product [ClH:19].[NH2:42][CH2:37][CH2:36][CH2:35][CH2:34][NH:38][C:23](=[O:25])[CH2:22][C:3]1[C:4]2[C:9](=[CH:8][CH:7]=[C:6]([O:20][CH3:21])[CH:5]=2)[N:10]([C:11](=[O:12])[C:13]2[CH:14]=[CH:15][C:16]([Cl:19])=[CH:17][CH:18]=2)[C:2]=1[CH3:1], predict the reactants needed to synthesize it. (4) Given the product [CH3:12][S:13]([C:14]1[CH:15]=[N:16][CH:17]=[C:18]([C:20]#[C:21][C:22]2[CH:27]=[CH:26][CH:25]=[CH:24][CH:23]=2)[CH:19]=1)=[O:9], predict the reactants needed to synthesize it. The reactants are: ClC1C=C(C(OO)=[O:9])C=CC=1.[CH3:12][S:13][C:14]1[CH:15]=[N:16][CH:17]=[C:18]([C:20]#[C:21][C:22]2[CH:27]=[CH:26][CH:25]=[CH:24][CH:23]=2)[CH:19]=1.